This data is from Peptide-MHC class II binding affinity with 134,281 pairs from IEDB. The task is: Regression. Given a peptide amino acid sequence and an MHC pseudo amino acid sequence, predict their binding affinity value. This is MHC class II binding data. (1) The peptide sequence is QGVTAEITPQASTTE. The MHC is DRB1_1101 with pseudo-sequence DRB1_1101. The binding affinity (normalized) is 0.104. (2) The peptide sequence is VINWKGKELKCGSGI. The MHC is DRB1_0802 with pseudo-sequence DRB1_0802. The binding affinity (normalized) is 0.112. (3) The peptide sequence is DINASFRAAMATTAN. The MHC is DRB1_0405 with pseudo-sequence DRB1_0405. The binding affinity (normalized) is 0.567. (4) The binding affinity (normalized) is 0.570. The MHC is DRB1_1302 with pseudo-sequence DRB1_1302. The peptide sequence is ALRIIAGTPEVHAVK. (5) The peptide sequence is VDIINRWQVVAPQLP. The MHC is DRB1_1201 with pseudo-sequence DRB1_1201. The binding affinity (normalized) is 0.332. (6) The peptide sequence is VLAPTRVVLSEMKEA. The MHC is DRB3_0101 with pseudo-sequence DRB3_0101. The binding affinity (normalized) is 0.541. (7) The peptide sequence is AFILDGDNLFPMV. The MHC is HLA-DQA10501-DQB10201 with pseudo-sequence HLA-DQA10501-DQB10201. The binding affinity (normalized) is 0.807. (8) The binding affinity (normalized) is 0.425. The peptide sequence is SGVLLNHFGLVEARY. The MHC is HLA-DPA10201-DPB10101 with pseudo-sequence HLA-DPA10201-DPB10101. (9) The peptide sequence is NTARLMAGAGPAPML. The MHC is DRB1_0405 with pseudo-sequence DRB1_0405. The binding affinity (normalized) is 0.188.